This data is from Full USPTO retrosynthesis dataset with 1.9M reactions from patents (1976-2016). The task is: Predict the reactants needed to synthesize the given product. (1) Given the product [CH:1]1([N:5]2[CH2:11][CH2:10][C:9]3[S:12][C:13]([CH:15]4[CH2:20][CH2:19][N:18]([C:29]([C:26]5[CH:27]=[N:28][C:23]([C:22]([F:33])([F:21])[F:32])=[CH:24][CH:25]=5)=[O:30])[CH2:17][CH2:16]4)=[N:14][C:8]=3[CH2:7][CH2:6]2)[CH2:2][CH2:3][CH2:4]1, predict the reactants needed to synthesize it. The reactants are: [CH:1]1([N:5]2[CH2:11][CH2:10][C:9]3[S:12][C:13]([CH:15]4[CH2:20][CH2:19][NH:18][CH2:17][CH2:16]4)=[N:14][C:8]=3[CH2:7][CH2:6]2)[CH2:4][CH2:3][CH2:2]1.[F:21][C:22]([F:33])([F:32])[C:23]1[N:28]=[CH:27][C:26]([C:29](O)=[O:30])=[CH:25][CH:24]=1. (2) Given the product [CH3:29][C:25]1[CH:26]=[C:27]([CH3:28])[N:22]2[N:21]=[C:20]([O:10][CH2:9][CH2:8][N:7]([C:1]3[CH:6]=[CH:5][CH:4]=[CH:3][CH:2]=3)[CH2:11][CH2:12][OH:13])[N:30]=[C:23]2[N:24]=1, predict the reactants needed to synthesize it. The reactants are: [C:1]1([N:7]([CH2:11][CH2:12][OH:13])[CH2:8][CH2:9][OH:10])[CH:6]=[CH:5][CH:4]=[CH:3][CH:2]=1.[H-].[Na+].CS([C:20]1[N:30]=[C:23]2[N:24]=[C:25]([CH3:29])[CH:26]=[C:27]([CH3:28])[N:22]2[N:21]=1)(=O)=O. (3) Given the product [CH:28]1([CH:27]=[C:26]([C:11]2[NH:10][C:14]3=[N:15][CH:16]=[C:17]([CH:19]4[CH2:23][O:22][C:21]([CH3:24])([CH3:25])[O:20]4)[CH:18]=[C:13]3[CH:12]=2)[C:33]2[CH:38]=[CH:37][C:36]([S:39]([CH3:42])(=[O:41])=[O:40])=[CH:35][CH:34]=2)[CH2:32][CH2:31][CH2:30][CH2:29]1, predict the reactants needed to synthesize it. The reactants are: C1(S([N:10]2[C:14]3=[N:15][CH:16]=[C:17]([CH:19]4[CH2:23][O:22][C:21]([CH3:25])([CH3:24])[O:20]4)[CH:18]=[C:13]3[CH:12]=[C:11]2[C:26]([C:33]2[CH:38]=[CH:37][C:36]([S:39]([CH3:42])(=[O:41])=[O:40])=[CH:35][CH:34]=2)=[CH:27][CH:28]2[CH2:32][CH2:31][CH2:30][CH2:29]2)(=O)=O)C=CC=CC=1.[OH-].[Na+]. (4) Given the product [CH3:39][C:21]1[NH:20][C:19](/[CH:17]=[C:10]2\[C:11](=[O:16])[NH:12][C:13]3[C:9]\2=[CH:8][C:7]([C:1]2[CH:2]=[CH:3][CH:4]=[CH:5][CH:6]=2)=[CH:15][CH:14]=3)=[C:23]([CH2:24][CH2:25][C:26]([OH:28])=[O:27])[C:22]=1[S:29]([C:32]1[CH:37]=[CH:36][C:35]([CH3:38])=[CH:34][CH:33]=1)(=[O:31])=[O:30], predict the reactants needed to synthesize it. The reactants are: [C:1]1([C:7]2[CH:8]=[C:9]3[C:13](=[CH:14][CH:15]=2)[NH:12][C:11](=[O:16])[CH2:10]3)[CH:6]=[CH:5][CH:4]=[CH:3][CH:2]=1.[CH:17]([C:19]1[NH:20][C:21]([CH3:39])=[C:22]([S:29]([C:32]2[CH:37]=[CH:36][C:35]([CH3:38])=[CH:34][CH:33]=2)(=[O:31])=[O:30])[C:23]=1[CH2:24][CH2:25][C:26]([OH:28])=[O:27])=O.N1CCCCC1. (5) The reactants are: [F:1][C:2]1[CH:3]=[C:4]([OH:11])[CH:5]=[CH:6][C:7]=1[N+:8]([O-:10])=[O:9].N1C(C)=CC=CC=1C.CN1CCCC1.[CH2:26]([O:33][C:34]1[CH:39]=[CH:38][C:37]([C:40]2[N:49]([CH2:50][O:51][CH2:52][CH2:53][Si:54]([CH3:57])([CH3:56])[CH3:55])[C:43]3[N:44]=[CH:45][N:46]=[C:47](Cl)[C:42]=3[CH:41]=2)=[CH:36][CH:35]=1)[C:27]1[CH:32]=[CH:31][CH:30]=[CH:29][CH:28]=1. Given the product [CH2:26]([O:33][C:34]1[CH:35]=[CH:36][C:37]([C:40]2[N:49]([CH2:50][O:51][CH2:52][CH2:53][Si:54]([CH3:57])([CH3:56])[CH3:55])[C:43]3[N:44]=[CH:45][N:46]=[C:47]([O:11][C:4]4[CH:5]=[CH:6][C:7]([N+:8]([O-:10])=[O:9])=[C:2]([F:1])[CH:3]=4)[C:42]=3[CH:41]=2)=[CH:38][CH:39]=1)[C:27]1[CH:28]=[CH:29][CH:30]=[CH:31][CH:32]=1, predict the reactants needed to synthesize it. (6) Given the product [NH2:25][CH2:24][CH2:23][O:22][CH2:21][CH2:20][O:19][CH2:18][CH2:17][O:16][CH2:15][CH2:14][O:13][C:12]1[CH:33]=[CH:34][C:9]([NH:8][C:5]2[N:4]=[C:3]([NH:35][CH2:36][CH2:37][CH2:38][N:39]([CH3:46])[C:40]([CH:42]3[CH2:45][CH2:44][CH2:43]3)=[O:41])[C:2]([Br:1])=[CH:7][N:6]=2)=[CH:10][CH:11]=1, predict the reactants needed to synthesize it. The reactants are: [Br:1][C:2]1[C:3]([NH:35][CH2:36][CH2:37][CH2:38][N:39]([CH3:46])[C:40]([CH:42]2[CH2:45][CH2:44][CH2:43]2)=[O:41])=[N:4][C:5]([NH:8][C:9]2[CH:34]=[CH:33][C:12]([O:13][CH2:14][CH2:15][O:16][CH2:17][CH2:18][O:19][CH2:20][CH2:21][O:22][CH2:23][CH2:24][NH:25]C(=O)OC(C)(C)C)=[CH:11][CH:10]=2)=[N:6][CH:7]=1. (7) Given the product [C:18]([C:17]1[C:20]([NH:22][CH2:23][CH2:24][O:25][CH3:26])=[CH:21][C:14]([NH:13][C:6]([N:33]2[C:32]3[N:31]=[C:30]([CH:29]([O:28][CH3:27])[O:57][CH3:58])[C:39]([CH2:40][N:41]4[CH2:46][CH2:45][N:44]([C:47]([O:49][CH2:50][CH2:51][Si:52]([CH3:53])([CH3:55])[CH3:54])=[O:48])[CH2:43][C:42]4=[O:56])=[CH:38][C:37]=3[CH2:36][CH2:35][CH2:34]2)=[O:7])=[N:15][CH:16]=1)#[N:19], predict the reactants needed to synthesize it. The reactants are: N1([C:6](N2C=NC=N2)=[O:7])C=NC=N1.[NH2:13][C:14]1[CH:21]=[C:20]([NH:22][CH2:23][CH2:24][O:25][CH3:26])[C:17]([C:18]#[N:19])=[CH:16][N:15]=1.[CH3:27][O:28][CH:29]([O:57][CH3:58])[C:30]1[C:39]([CH2:40][N:41]2[CH2:46][CH2:45][N:44]([C:47]([O:49][CH2:50][CH2:51][Si:52]([CH3:55])([CH3:54])[CH3:53])=[O:48])[CH2:43][C:42]2=[O:56])=[CH:38][C:37]2[CH2:36][CH2:35][CH2:34][NH:33][C:32]=2[N:31]=1. (8) Given the product [NH2:7][C@H:5]1[CH2:6][C:2]([F:1])([F:34])[CH2:3][C@@H:4]1[NH:26][S:27]([C:30]([CH3:33])([CH3:32])[CH3:31])(=[O:29])=[O:28], predict the reactants needed to synthesize it. The reactants are: [F:1][C:2]1([F:34])[CH2:6][C@H:5]([N:7]([C@@H](C2C=CC=CC=2)C)C(=O)OCC2C=CC=CC=2)[C@@H:4]([NH:26][S:27]([C:30]([CH3:33])([CH3:32])[CH3:31])(=[O:29])=[O:28])[CH2:3]1.[H][H].